The task is: Predict the product of the given reaction.. This data is from Forward reaction prediction with 1.9M reactions from USPTO patents (1976-2016). Given the reactants [F:1][C:2]1[CH:7]=[CH:6][C:5]([N:8]2[C:12]([C:13]([OH:15])=[O:14])=[CH:11][C:10](SC)=[N:9]2)=[CH:4][CH:3]=1.O[O:19][S:20]([O-:22])=O.[K+].[C:24](#N)C, predict the reaction product. The product is: [F:1][C:2]1[CH:3]=[CH:4][C:5]([N:8]2[C:12]([C:13]([OH:15])=[O:14])=[CH:11][C:10]([S:20]([CH3:24])(=[O:22])=[O:19])=[N:9]2)=[CH:6][CH:7]=1.